From a dataset of Full USPTO retrosynthesis dataset with 1.9M reactions from patents (1976-2016). Predict the reactants needed to synthesize the given product. (1) Given the product [N+:2]([C:5]1[CH:14]=[C:13]([N+:15]([O-:17])=[O:16])[C:12]2[C:7](=[CH:8][CH:9]=[CH:10][CH:11]=2)[C:6]=1[CH2:18][C:19]([O:21][CH2:22][CH3:23])=[O:20])([O-:4])=[O:3], predict the reactants needed to synthesize it. The reactants are: Cl.[N+:2]([C:5]1[CH:14]=[C:13]([N+:15]([O-:17])=[O:16])[C:12]2[C:7](=[CH:8][CH:9]=[CH:10][CH:11]=2)[C:6]=1[CH:18](C(OCC)=O)[C:19]([O:21][C:22](C)(C)[CH3:23])=[O:20])([O-:4])=[O:3]. (2) Given the product [C:47]([NH:1][CH:2]([CH2:32][C:33]1[CH:38]=[CH:37][C:36]([F:39])=[CH:35][CH:34]=1)[C:3]([N:5]1[CH2:10][CH2:9][N:8]([CH:11]([CH2:16][C:17]2[CH:26]=[CH:25][C:24]3[C:19](=[CH:20][CH:21]=[CH:22][CH:23]=3)[CH:18]=2)[C:12]([NH:14][CH3:15])=[O:13])[C:7](=[O:27])[C:6]1([CH3:28])[CH:46]1[CH2:45][CH2:51]1)=[O:4])(=[O:49])[CH3:48], predict the reactants needed to synthesize it. The reactants are: [NH2:1][CH:2]([CH2:32][C:33]1[CH:38]=[CH:37][C:36]([F:39])=[CH:35][CH:34]=1)[C:3]([N:5]1[CH2:10][CH2:9][N:8]([CH:11]([CH2:16][C:17]2[CH:26]=[CH:25][C:24]3[C:19](=[CH:20][CH:21]=[CH:22][CH:23]=3)[CH:18]=2)[C:12]([NH:14][CH3:15])=[O:13])[C:7](=[O:27])[CH:6]1[CH2:28]C1CC1)=[O:4].C(N([CH2:45][CH3:46])CC)C.[C:47](Cl)(=[O:49])[CH3:48].[CH2:51](Cl)Cl. (3) Given the product [NH2:11][C@@H:7]([CH2:8][CH2:9][CH3:10])[C:6]([N:4]1[CH2:3][CH:2]([OH:1])[CH2:5]1)=[O:19], predict the reactants needed to synthesize it. The reactants are: [OH:1][CH:2]1[CH2:5][N:4]([C:6](=[O:19])[C@@H:7]([NH:11]C(=O)OC(C)(C)C)[CH2:8][CH2:9][CH3:10])[CH2:3]1.C(O)(C(F)(F)F)=O. (4) Given the product [CH2:20]([O:17][C:6]12[CH2:15][CH:10]3[CH2:11][CH:12]([CH2:14][C:8]([O:16][CH2:3][CH:4]4[O:1][CH2:5]4)([CH2:9]3)[CH2:7]1)[CH2:13]2)[CH:22]1[O:24][CH2:23]1, predict the reactants needed to synthesize it. The reactants are: [O:1]1[CH2:5][CH2:4][CH2:3]C1.[C:6]12([OH:17])[CH2:15][CH:10]3[CH2:11][CH:12]([CH2:14][C:8]([OH:16])([CH2:9]3)[CH2:7]1)[CH2:13]2.[H-].[Na+].[CH2:20]([CH:22]1[O:24][CH2:23]1)Cl. (5) Given the product [CH3:26][O:27][C:28]1[CH:29]=[C:30]([CH3:49])[C:31]([S:35]([N:38]([CH2:40][C:41]2[O:45][CH:44]=[C:43]([C:46]([N:4]([CH3:3])[CH2:5][C:6]3[S:7][C:8]([CH2:11][N:12]4[CH2:16][CH2:15][CH2:14][CH2:13]4)=[N:9][N:10]=3)=[O:48])[CH:42]=2)[CH3:39])(=[O:36])=[O:37])=[C:32]([CH3:34])[CH:33]=1, predict the reactants needed to synthesize it. The reactants are: Cl.Cl.[CH3:3][NH:4][CH2:5][C:6]1[S:7][C:8]([CH2:11][N:12]2[CH2:16][CH2:15][CH2:14][CH2:13]2)=[N:9][N:10]=1.CCN(C(C)C)C(C)C.[CH3:26][O:27][C:28]1[CH:33]=[C:32]([CH3:34])[C:31]([S:35]([N:38]([CH2:40][C:41]2[O:45][CH:44]=[C:43]([C:46]([OH:48])=O)[CH:42]=2)[CH3:39])(=[O:37])=[O:36])=[C:30]([CH3:49])[CH:29]=1.C1C=CC2N(O)N=NC=2C=1.CCN=C=NCCCN(C)C. (6) Given the product [Br:12][C:5]1[C:6]2[C:11](=[CH:10][CH:9]=[CH:8][CH:7]=2)[C:2]([C:16]2[CH:17]=[CH:18][CH:19]=[CH:20][C:15]=2[CH:13]=[O:14])=[CH:3][CH:4]=1, predict the reactants needed to synthesize it. The reactants are: Br[C:2]1[C:11]2[C:6](=[CH:7][CH:8]=[CH:9][CH:10]=2)[C:5]([Br:12])=[CH:4][CH:3]=1.[CH:13]([C:15]1[CH:20]=[CH:19][CH:18]=[CH:17][C:16]=1B(O)O)=[O:14].COC.C(=O)([O-])[O-].[Na+].[Na+]. (7) Given the product [CH2:1]([N:8]1[CH:13]=[CH:12][CH:11]=[C:10]([C:14]([NH:16][C@@H:17]([CH2:25][CH2:26][CH2:27][NH:28][S:29]([C:32]2[CH:37]=[CH:36][C:35]([CH3:38])=[CH:34][CH:33]=2)(=[O:31])=[O:30])[C:18]([OH:20])=[O:19])=[O:15])[C:9]1=[O:39])[C:2]1[CH:3]=[CH:4][CH:5]=[CH:6][CH:7]=1, predict the reactants needed to synthesize it. The reactants are: [CH2:1]([N:8]1[CH:13]=[CH:12][CH:11]=[C:10]([C:14]([NH:16][C@@H:17]([CH2:25][CH2:26][CH2:27][NH:28][S:29]([C:32]2[CH:37]=[CH:36][C:35]([CH3:38])=[CH:34][CH:33]=2)(=[O:31])=[O:30])[C:18]([O:20]C(C)(C)C)=[O:19])=[O:15])[C:9]1=[O:39])[C:2]1[CH:7]=[CH:6][CH:5]=[CH:4][CH:3]=1.C(O)(C(F)(F)F)=O. (8) Given the product [F:1][C:2]1[CH:8]=[CH:7][CH:6]=[CH:5][C:3]=1[NH:4][C:16]([O:18][CH3:19])=[O:17], predict the reactants needed to synthesize it. The reactants are: [F:1][C:2]1[CH:8]=[CH:7][CH:6]=[CH:5][C:3]=1[NH2:4].N1C=CC=CC=1.Cl[C:16]([O:18][CH3:19])=[O:17].O. (9) Given the product [C:33]([O:32][C:31]([NH:30][C:26]1([C:23]2[CH:22]=[CH:21][C:20]([C:19]3[N:5]4[C:6]5[CH:18]=[CH:17][CH:16]=[N:15][C:7]=5[NH:8][C:9]5[CH:14]=[CH:13][CH:12]=[CH:11][C:10]=5[C:4]4=[N:3][C:2]=3[C:31]([O:32][CH3:33])=[O:37])=[CH:25][CH:24]=2)[CH2:29][CH2:28][CH2:27]1)=[O:37])([CH3:36])([CH3:34])[CH3:35], predict the reactants needed to synthesize it. The reactants are: Br[C:2]1[N:3]=[C:4]2[C:10]3[CH:11]=[CH:12][CH:13]=[CH:14][C:9]=3[NH:8][C:7]3[N:15]=[CH:16][CH:17]=[CH:18][C:6]=3[N:5]2[C:19]=1[C:20]1[CH:25]=[CH:24][C:23]([C:26]2([NH:30][C:31](=[O:37])[O:32][C:33]([CH3:36])([CH3:35])[CH3:34])[CH2:29][CH2:28][CH2:27]2)=[CH:22][CH:21]=1.C(N(CC)CC)C.